Dataset: Forward reaction prediction with 1.9M reactions from USPTO patents (1976-2016). Task: Predict the product of the given reaction. (1) The product is: [CH3:11][O:14][C:6]1[C:2]([C:3]([NH2:5])=[O:4])=[N:1][CH:15]=[CH:17][N:7]=1. Given the reactants [NH2:1][CH:2]([C:6]#[N:7])[C:3]([NH2:5])=[O:4].C[O-].[Na+].[C:11]([OH:14])(=O)C.[CH:15]([CH:17]=O)=O, predict the reaction product. (2) Given the reactants [C:1]([O:10][O:11][C:12]([C:15]1[CH:20]=[CH:19][CH:18]=[CH:17][CH:16]=1)(C)C)([C:4]1C=CC=CC=1)([CH3:3])[CH3:2].C([O:25]OCCCC)CCC.[O-]O.C1(C(C)C)C=CC=CC=1, predict the reaction product. The product is: [CH:20]1[C:15]([C:12]([O:11][O:10][C:1]([CH3:4])([CH3:3])[CH3:2])=[O:25])=[CH:16][CH:17]=[CH:18][CH:19]=1. (3) The product is: [C:1]([O:5][C:6]([NH:8][CH2:9][C@H:10]1[CH2:15][CH2:14][C@H:13]([C:16]([NH:18][C@H:19]([C:38](=[O:51])[NH:39][C:40]2[CH:41]=[CH:42][C:43]([C:46]3[N:47]=[N:48][NH:49][N:50]=3)=[CH:44][CH:45]=2)[CH2:20][C:21]2[CH:26]=[CH:25][C:24]([C:27]3[CH:32]=[CH:31][C:30]([C:33]([NH:52][C@@H:53]4[CH2:57][CH2:56][N:55]([C:58]([O:60][C:61]([CH3:64])([CH3:63])[CH3:62])=[O:59])[CH2:54]4)=[O:34])=[CH:29][C:28]=3[O:36][CH3:37])=[CH:23][CH:22]=2)=[O:17])[CH2:12][CH2:11]1)=[O:7])([CH3:4])([CH3:2])[CH3:3]. Given the reactants [C:1]([O:5][C:6]([NH:8][CH2:9][C@H:10]1[CH2:15][CH2:14][C@H:13]([C:16]([NH:18][C@H:19]([C:38](=[O:51])[NH:39][C:40]2[CH:45]=[CH:44][C:43]([C:46]3[N:47]=[N:48][NH:49][N:50]=3)=[CH:42][CH:41]=2)[CH2:20][C:21]2[CH:26]=[CH:25][C:24]([C:27]3[CH:32]=[CH:31][C:30]([C:33](O)=[O:34])=[CH:29][C:28]=3[O:36][CH3:37])=[CH:23][CH:22]=2)=[O:17])[CH2:12][CH2:11]1)=[O:7])([CH3:4])([CH3:3])[CH3:2].[NH2:52][C@@H:53]1[CH2:57][CH2:56][N:55]([C:58]([O:60][C:61]([CH3:64])([CH3:63])[CH3:62])=[O:59])[CH2:54]1.C(N(CC)C(C)C)(C)C.F[P-](F)(F)(F)(F)F.CN(C(ON1C2=NC=CC=C2N=N1)=[N+](C)C)C, predict the reaction product.